Dataset: NCI-60 drug combinations with 297,098 pairs across 59 cell lines. Task: Regression. Given two drug SMILES strings and cell line genomic features, predict the synergy score measuring deviation from expected non-interaction effect. (1) Drug 1: C1CCC(CC1)NC(=O)N(CCCl)N=O. Drug 2: CCC1=C2CN3C(=CC4=C(C3=O)COC(=O)C4(CC)O)C2=NC5=C1C=C(C=C5)O. Cell line: HCC-2998. Synergy scores: CSS=16.6, Synergy_ZIP=-4.82, Synergy_Bliss=-2.75, Synergy_Loewe=-5.21, Synergy_HSA=-2.30. (2) Drug 1: CC1=C2C(C(=O)C3(C(CC4C(C3C(C(C2(C)C)(CC1OC(=O)C(C(C5=CC=CC=C5)NC(=O)OC(C)(C)C)O)O)OC(=O)C6=CC=CC=C6)(CO4)OC(=O)C)O)C)O. Drug 2: CC(C)NC(=O)C1=CC=C(C=C1)CNNC.Cl. Cell line: RPMI-8226. Synergy scores: CSS=49.8, Synergy_ZIP=3.38, Synergy_Bliss=1.88, Synergy_Loewe=-61.0, Synergy_HSA=1.35. (3) Drug 1: C1CCN(CC1)CCOC2=CC=C(C=C2)C(=O)C3=C(SC4=C3C=CC(=C4)O)C5=CC=C(C=C5)O. Drug 2: C1=CC(=CC=C1C#N)C(C2=CC=C(C=C2)C#N)N3C=NC=N3. Cell line: SN12C. Synergy scores: CSS=2.77, Synergy_ZIP=-1.38, Synergy_Bliss=-0.493, Synergy_Loewe=-14.7, Synergy_HSA=-0.298. (4) Drug 1: CC1=CC=C(C=C1)C2=CC(=NN2C3=CC=C(C=C3)S(=O)(=O)N)C(F)(F)F. Drug 2: CC1=C(C(CCC1)(C)C)C=CC(=CC=CC(=CC(=O)O)C)C. Cell line: HL-60(TB). Synergy scores: CSS=1.23, Synergy_ZIP=15.8, Synergy_Bliss=11.0, Synergy_Loewe=-27.7, Synergy_HSA=-21.3. (5) Drug 1: CC(C)(C#N)C1=CC(=CC(=C1)CN2C=NC=N2)C(C)(C)C#N. Drug 2: CCN(CC)CCCC(C)NC1=C2C=C(C=CC2=NC3=C1C=CC(=C3)Cl)OC. Cell line: LOX IMVI. Synergy scores: CSS=25.7, Synergy_ZIP=-4.89, Synergy_Bliss=-6.21, Synergy_Loewe=4.60, Synergy_HSA=-0.652. (6) Drug 1: C1CCC(CC1)NC(=O)N(CCCl)N=O. Drug 2: C1CN1P(=S)(N2CC2)N3CC3. Cell line: SK-MEL-28. Synergy scores: CSS=20.5, Synergy_ZIP=-2.67, Synergy_Bliss=5.86, Synergy_Loewe=3.76, Synergy_HSA=4.98. (7) Drug 1: CN(C(=O)NC(C=O)C(C(C(CO)O)O)O)N=O. Drug 2: CC(C)CN1C=NC2=C1C3=CC=CC=C3N=C2N. Cell line: MOLT-4. Synergy scores: CSS=1.01, Synergy_ZIP=1.24, Synergy_Bliss=3.73, Synergy_Loewe=-1.03, Synergy_HSA=-1.05. (8) Cell line: SF-539. Synergy scores: CSS=65.4, Synergy_ZIP=0.840, Synergy_Bliss=0.860, Synergy_Loewe=-17.7, Synergy_HSA=4.81. Drug 1: COC1=CC(=CC(=C1O)OC)C2C3C(COC3=O)C(C4=CC5=C(C=C24)OCO5)OC6C(C(C7C(O6)COC(O7)C8=CC=CS8)O)O. Drug 2: C1=C(C(=O)NC(=O)N1)N(CCCl)CCCl.